This data is from Full USPTO retrosynthesis dataset with 1.9M reactions from patents (1976-2016). The task is: Predict the reactants needed to synthesize the given product. Given the product [F:1][C:2]([F:20])([F:21])[O:3][C:4]1[CH:9]=[CH:8][C:7]([O:10][C:11]2[CH:16]=[CH:15][CH:14]=[CH:13][C:12]=2[NH2:17])=[CH:6][CH:5]=1, predict the reactants needed to synthesize it. The reactants are: [F:1][C:2]([F:21])([F:20])[O:3][C:4]1[CH:9]=[CH:8][C:7]([O:10][C:11]2[CH:16]=[CH:15][CH:14]=[CH:13][C:12]=2[N+:17]([O-])=O)=[CH:6][CH:5]=1.[Cl-].[NH4+].C(Cl)Cl.